Dataset: Reaction yield outcomes from USPTO patents with 853,638 reactions. Task: Predict the reaction yield, written as a fraction of the theoretical maximum amount of product (1.0 means a 100% yield; for example, 0.34 means a 34% yield). (1) The reactants are [F:1][C:2]1[CH:25]=[CH:24][CH:23]=[CH:22][C:3]=1[CH2:4][N:5]1[C:9]2[CH2:10][CH2:11][CH2:12][C:8]=2[C:7]([C:13]2[N:18]=[C:17]([NH2:19])[C:16]([O:20]C)=[CH:15][N:14]=2)=[N:6]1.C(=O)([O-])[O-].[K+].[K+].C1(S)C=CC=CC=1.C(O)=O. The catalyst is CN1CCCC1=O. The product is [NH2:19][C:17]1[C:16]([OH:20])=[CH:15][N:14]=[C:13]([C:7]2[C:8]3[CH2:12][CH2:11][CH2:10][C:9]=3[N:5]([CH2:4][C:3]3[CH:22]=[CH:23][CH:24]=[CH:25][C:2]=3[F:1])[N:6]=2)[N:18]=1. The yield is 1.00. (2) The reactants are [NH2:1][C:2]1[C:3]([C:10]([OH:12])=[O:11])=[N:4][C:5](Br)=[C:6]([F:8])[CH:7]=1.[F:13][C:14]1[CH:19]=[CH:18][C:17]([O:20][CH2:21][CH2:22][CH3:23])=[CH:16][C:15]=1B(O)O. No catalyst specified. The product is [NH2:1][C:2]1[C:3]([C:10]([OH:12])=[O:11])=[N:4][C:5]([C:19]2[CH:18]=[C:17]([O:20][CH2:21][CH2:22][CH3:23])[CH:16]=[CH:15][C:14]=2[F:13])=[C:6]([F:8])[CH:7]=1. The yield is 0.280. (3) The reactants are [C:1]([C:3]1[C:11]2[C:6](=[CH:7][C:8](C(O)=O)=[CH:9][CH:10]=2)[N:5]([CH2:15][CH3:16])[CH:4]=1)#[N:2].CC[N:19]([CH2:22]C)CC.C1(P(N=[N+]=[N-])(C2C=CC=CC=2)=[O:31])C=CC=CC=1.[C:41]([OH:45])([CH3:44])([CH3:43])[CH3:42]. The catalyst is CCOC(C)=O. The product is [C:1]([C:3]1[C:11]2[C:6](=[CH:7][C:8]([NH:19][C:22](=[O:31])[O:45][C:41]([CH3:44])([CH3:43])[CH3:42])=[CH:9][CH:10]=2)[N:5]([CH2:15][CH3:16])[CH:4]=1)#[N:2]. The yield is 0.650. (4) The reactants are CCCCCC.C([Li])CCC.[CH3:12][C:13]1[CH:14]=[C:15]2[C:20](=[CH:21][CH:22]=1)[CH:19]=[C:18]([CH:23]=[O:24])[CH:17]=[CH:16]2.[CH3:25][S:26]SC.Cl. The catalyst is C1COCC1. The product is [CH3:12][C:13]1[CH:14]=[C:15]2[C:20](=[CH:21][CH:22]=1)[CH:19]=[C:18]([CH:23]=[O:24])[C:17]([S:26][CH3:25])=[CH:16]2. The yield is 0.300. (5) The reactants are [CH:1](O)=O.[CH2:4]([O:11][C:12]([N:14]1[CH2:19][CH2:18][NH:17][CH2:16][CH:15]1[C:20]([C:22]1[O:23][C:24]2[CH:30]=[CH:29][C:28]([F:31])=[CH:27][C:25]=2[CH:26]=1)=[O:21])=[O:13])[C:5]1[CH:10]=[CH:9][CH:8]=[CH:7][CH:6]=1.C=O.[OH-].[Na+]. The catalyst is O. The product is [CH2:4]([O:11][C:12]([N:14]1[CH2:19][CH2:18][N:17]([CH3:1])[CH2:16][CH:15]1[C:20]([C:22]1[O:23][C:24]2[CH:30]=[CH:29][C:28]([F:31])=[CH:27][C:25]=2[CH:26]=1)=[O:21])=[O:13])[C:5]1[CH:6]=[CH:7][CH:8]=[CH:9][CH:10]=1. The yield is 0.960. (6) The reactants are [C:1]([O:5][C:6](=[O:13])[NH:7][CH2:8][CH:9]=[CH:10][CH2:11]Cl)([CH3:4])([CH3:3])[CH3:2].C(N(C(C)C)CC)(C)C.[C:23]([O:27][C:28]([N:30]1[C:34]2[CH:35]=[CH:36][CH:37]=[CH:38][C:33]=2[N:32]=[C:31]1[CH2:39][NH:40][CH:41]1[C:50]2[N:49]=[CH:48][CH:47]=[CH:46][C:45]=2[CH2:44][CH2:43][CH2:42]1)=[O:29])([CH3:26])([CH3:25])[CH3:24]. The catalyst is C(#N)C.[I-].[K+]. The product is [C:23]([O:27][C:28]([N:30]1[C:34]2[CH:35]=[CH:36][CH:37]=[CH:38][C:33]=2[N:32]=[C:31]1[CH2:39][N:40]([CH2:11]/[CH:10]=[CH:9]\[CH2:8][NH:7][C:6]([O:5][C:1]([CH3:2])([CH3:4])[CH3:3])=[O:13])[C@@H:41]1[C:50]2[N:49]=[CH:48][CH:47]=[CH:46][C:45]=2[CH2:44][CH2:43][CH2:42]1)=[O:29])([CH3:26])([CH3:24])[CH3:25]. The yield is 0.880. (7) The catalyst is ClCCl.CN(C=O)C. The yield is 0.741. The product is [Cl:1][C:2]1[CH:3]=[C:4]([N:10]2[CH:22]([CH:23]3[CH2:27][CH2:26][CH2:25][CH2:24]3)[CH:21]3[C:12]([C:13]4[CH:14]=[CH:15][C:16]([C:28]([NH:37][C@H:34]5[CH2:35][CH2:36][O:32][CH2:33]5)=[O:30])=[N:17][C:18]=4[CH2:19][CH2:20]3)=[N:11]2)[CH:5]=[CH:6][C:7]=1[C:8]#[N:9]. The reactants are [Cl:1][C:2]1[CH:3]=[C:4]([N:10]2[CH:22]([CH:23]3[CH2:27][CH2:26][CH2:25][CH2:24]3)[CH:21]3[C:12]([C:13]4[CH:14]=[CH:15][C:16]([C:28]([OH:30])=O)=[N:17][C:18]=4[CH2:19][CH2:20]3)=[N:11]2)[CH:5]=[CH:6][C:7]=1[C:8]#[N:9].Cl.[O:32]1[CH2:36][CH2:35][C@H:34]([NH2:37])[CH2:33]1.CCN(C(C)C)C(C)C.CN(C(ON1N=NC2C=CC=NC1=2)=[N+](C)C)C.F[P-](F)(F)(F)(F)F.